Dataset: Reaction yield outcomes from USPTO patents with 853,638 reactions. Task: Predict the reaction yield, written as a fraction of the theoretical maximum amount of product (1.0 means a 100% yield; for example, 0.34 means a 34% yield). (1) The reactants are [Cl-].O[NH3+:3].[C:4](=[O:7])([O-])[OH:5].[Na+].CS(C)=O.[F:13][C:14]1[CH:15]=[C:16]([N:24]2[C:29](=[O:30])[C:28]([CH2:31][C:32]3[CH:37]=[CH:36][C:35]([C:38]4[C:39]([C:44]#[N:45])=[CH:40][CH:41]=[CH:42][CH:43]=4)=[CH:34][CH:33]=3)=[C:27]([CH2:46][CH2:47][CH3:48])[N:26]=[C:25]2[CH3:49])[CH:17]=[CH:18][C:19]=1[O:20][CH:21]([CH3:23])[CH3:22]. The yield is 0.640. The catalyst is O.C(OCC)(=O)C. The product is [F:13][C:14]1[CH:15]=[C:16]([N:24]2[C:29](=[O:30])[C:28]([CH2:31][C:32]3[CH:37]=[CH:36][C:35]([C:38]4[CH:43]=[CH:42][CH:41]=[CH:40][C:39]=4[C:44]4[NH:3][C:4](=[O:7])[O:5][N:45]=4)=[CH:34][CH:33]=3)=[C:27]([CH2:46][CH2:47][CH3:48])[N:26]=[C:25]2[CH3:49])[CH:17]=[CH:18][C:19]=1[O:20][CH:21]([CH3:23])[CH3:22]. (2) The reactants are [CH2:1]([O:8][C:9]1[CH:14]=[CH:13][N:12]([C:15]2[CH:16]=[C:17]3[C:21](=[CH:22][CH:23]=2)[N:20]([CH2:24][CH2:25][Cl:26])[N:19]=[CH:18]3)[C:11](=[O:27])[CH:10]=1)[C:2]1[CH:7]=[CH:6][CH:5]=[CH:4][CH:3]=1.[NH:28]1[CH2:33][CH2:32][NH:31][CH2:30][CH2:29]1.C([O-])([O-])=O.[Cs+].[Cs+].Cl. The catalyst is CN(C=O)C.O.C(OCC)(=O)C.CCOCC. The product is [ClH:26].[CH2:1]([O:8][C:9]1[CH:14]=[CH:13][N:12]([C:15]2[CH:16]=[C:17]3[C:21](=[CH:22][CH:23]=2)[N:20]([CH2:24][CH2:25][N:28]2[CH2:33][CH2:32][NH:31][CH2:30][CH2:29]2)[N:19]=[CH:18]3)[C:11](=[O:27])[CH:10]=1)[C:2]1[CH:7]=[CH:6][CH:5]=[CH:4][CH:3]=1. The yield is 0.740. (3) The reactants are [CH2:1]([N:3]([CH2:19][CH3:20])[CH2:4][CH2:5][N:6]1[CH2:11][CH2:10][C:9]2[NH:12][C:13]([CH:16]=O)=[C:14]([CH3:15])[C:8]=2[C:7]1=[O:18])[CH3:2].[O:21]=[C:22]1[CH2:30][C:29]2[C:24](=[CH:25][CH:26]=[C:27]([NH:31][CH:32]=[O:33])[CH:28]=2)[NH:23]1. No catalyst specified. The product is [CH2:1]([N:3]([CH2:19][CH3:20])[CH2:4][CH2:5][N:6]1[CH2:11][CH2:10][C:9]2[NH:12][C:13]([CH:16]=[C:30]3[C:29]4[C:24](=[CH:25][CH:26]=[C:27]([NH:31][CH:32]=[O:33])[CH:28]=4)[NH:23][C:22]3=[O:21])=[C:14]([CH3:15])[C:8]=2[C:7]1=[O:18])[CH3:2]. The yield is 0.806. (4) The reactants are [NH2:1][C:2]1[CH:3]=[C:4]([CH:25]=[CH:26][C:27]=1[NH2:28])[C:5]([NH:7][N:8]=[C:9]([C:11]1[C:15]([OH:16])=[C:14]([C:17]2[CH:22]=[CH:21][C:20]([Cl:23])=[C:19]([Cl:24])[CH:18]=2)[S:13][CH:12]=1)[CH3:10])=[O:6].CC(C)([O-])C.[Na+].C1N=CN([C:40](N2C=NC=C2)=[S:41])C=1.Cl. The catalyst is O1CCCC1. The product is [Cl:24][C:19]1[CH:18]=[C:17]([C:14]2[S:13][CH:12]=[C:11]([C:9](=[N:8][NH:7][C:5]([C:4]3[CH:25]=[CH:26][C:27]4[NH:28][C:40](=[S:41])[NH:1][C:2]=4[CH:3]=3)=[O:6])[CH3:10])[C:15]=2[OH:16])[CH:22]=[CH:21][C:20]=1[Cl:23]. The yield is 0.520.